This data is from Forward reaction prediction with 1.9M reactions from USPTO patents (1976-2016). The task is: Predict the product of the given reaction. (1) Given the reactants [F:1][C:2]1[CH:23]=[CH:22][C:5]([O:6][C:7]2[CH:8]=[C:9](B3OC(C)(C)C(C)(C)O3)[CH:10]=[CH:11][CH:12]=2)=[CH:4][CH:3]=1.B([O-])[O-].[CH2:27]([O:29][C:30]([C:32]1[CH:37]=[C:36]([Cl:38])[CH:35]=[C:34](Cl)[N:33]=1)=[O:31])[CH3:28].C(=O)([O-])[O-].[Cs+].[Cs+], predict the reaction product. The product is: [CH2:27]([O:29][C:30]([C:32]1[CH:37]=[C:36]([Cl:38])[CH:35]=[C:34]([C:9]2[CH:10]=[CH:11][CH:12]=[C:7]([O:6][C:5]3[CH:4]=[CH:3][C:2]([F:1])=[CH:23][CH:22]=3)[CH:8]=2)[N:33]=1)=[O:31])[CH3:28]. (2) Given the reactants C(=S)([O-])N.[NH2:5][C:6]1[S:7][C:8]2[C:14](=[O:15])[CH2:13][CH2:12][CH2:11][C:9]=2[N:10]=1.Cl[C:17]([O:19][CH2:20][CH3:21])=[S:18], predict the reaction product. The product is: [O:15]=[C:14]1[C:8]2[S:7][C:6]([NH:5][C:17](=[S:18])[O:19][CH2:20][CH3:21])=[N:10][C:9]=2[CH2:11][CH2:12][CH2:13]1. (3) Given the reactants [CH2:1]([S:3][C:4]1[CH:13]=[C:12]2[C:7]([CH:8]=[CH:9][C:10]([C:14]3[N:18]4[CH:19]=[C:20]([C@@H:23]([N:28]5[CH2:32][CH2:31][C@H:30]([NH:33]C(=O)OC(C)(C)C)[CH2:29]5)[C:24]([F:27])([F:26])[F:25])[CH:21]=[CH:22][C:17]4=[N:16][N:15]=3)=[N:11]2)=[CH:6][CH:5]=1)[CH3:2], predict the reaction product. The product is: [CH2:1]([S:3][C:4]1[CH:13]=[C:12]2[C:7]([CH:8]=[CH:9][C:10]([C:14]3[N:18]4[CH:19]=[C:20]([C@@H:23]([N:28]5[CH2:32][CH2:31][C@H:30]([NH2:33])[CH2:29]5)[C:24]([F:26])([F:25])[F:27])[CH:21]=[CH:22][C:17]4=[N:16][N:15]=3)=[N:11]2)=[CH:6][CH:5]=1)[CH3:2]. (4) Given the reactants [F:1][C:2]([F:11])([F:10])[C:3]1[CH:4]=[C:5]([OH:9])[CH:6]=[CH:7][CH:8]=1.[Br:12]Br.O, predict the reaction product. The product is: [Br:12][C:8]1[CH:7]=[CH:6][C:5]([OH:9])=[CH:4][C:3]=1[C:2]([F:10])([F:11])[F:1]. (5) Given the reactants Cl[C:2]1[N:7]=[C:6]([NH:8][C:9]([C:11]2([C:14]3[CH:24]=[CH:23][C:17]4[O:18][C:19]([F:22])([F:21])[O:20][C:16]=4[CH:15]=3)[CH2:13][CH2:12]2)=[O:10])[CH:5]=[CH:4][C:3]=1[CH3:25].[O:26]=[C:27]1[CH:32]=[CH:31][C:30](B2OC(C)(C)C(C)(C)O2)=[CH:29][N:28]1[CH2:42][C:43]#[N:44].C(=O)([O-])[O-].[K+].[K+], predict the reaction product. The product is: [C:43]([CH2:42][N:28]1[C:27](=[O:26])[CH:32]=[CH:31][C:30]([C:2]2[N:7]=[C:6]([NH:8][C:9]([C:11]3([C:14]4[CH:24]=[CH:23][C:17]5[O:18][C:19]([F:21])([F:22])[O:20][C:16]=5[CH:15]=4)[CH2:13][CH2:12]3)=[O:10])[CH:5]=[CH:4][C:3]=2[CH3:25])=[CH:29]1)#[N:44]. (6) Given the reactants [H-].[Na+].Br[CH2:4][CH2:5][O:6][CH3:7].[OH:8][C:9]1[CH:16]=[CH:15][C:12]([C:13]#[N:14])=[CH:11][C:10]=1[O:17][CH3:18].O, predict the reaction product. The product is: [CH3:18][O:17][C:10]1[CH:11]=[C:12]([CH:15]=[CH:16][C:9]=1[O:8][CH2:4][CH2:5][O:6][CH3:7])[C:13]#[N:14]. (7) Given the reactants Cl[C:2]1[N:7]=[C:6]([NH:8][C:9]2[N:14]=[CH:13][C:12]3[N:15]=[CH:16][N:17]([CH:18]([CH3:20])[CH3:19])[C:11]=3[CH:10]=2)[CH:5]=[CH:4][N:3]=1.[CH2:21]([N:28]1[CH:32]=[CH:31][C:30]([NH2:33])=[N:29]1)[C:22]1[CH:27]=[CH:26][CH:25]=[CH:24][CH:23]=1.FC(F)(F)C(O)=O.C(O)(C)(C)C, predict the reaction product. The product is: [CH2:21]([N:28]1[CH:32]=[CH:31][C:30]([NH:33][C:2]2[N:7]=[C:6]([NH:8][C:9]3[N:14]=[CH:13][C:12]4[N:15]=[CH:16][N:17]([CH:18]([CH3:20])[CH3:19])[C:11]=4[CH:10]=3)[CH:5]=[CH:4][N:3]=2)=[N:29]1)[C:22]1[CH:23]=[CH:24][CH:25]=[CH:26][CH:27]=1. (8) Given the reactants [Cl:1][C:2]1[CH:3]=[CH:4][C:5]([O:21][CH3:22])=[C:6]([NH:8][CH2:9][CH2:10][C:11]2[CH:16]=[CH:15][C:14]([C:17]([F:20])([F:19])[F:18])=[CH:13][CH:12]=2)[CH:7]=1.[O:23]=[C:24]([C:28]1[CH:33]=[CH:32][CH:31]=[CH:30][CH:29]=1)[C:25](O)=[O:26], predict the reaction product. The product is: [Cl:1][C:2]1[CH:3]=[CH:4][C:5]([O:21][CH3:22])=[C:6]([N:8]([CH2:9][CH2:10][C:11]2[CH:16]=[CH:15][C:14]([C:17]([F:19])([F:20])[F:18])=[CH:13][CH:12]=2)[C:25](=[O:26])[C:24](=[O:23])[C:28]2[CH:33]=[CH:32][CH:31]=[CH:30][CH:29]=2)[CH:7]=1. (9) Given the reactants [Cl-].O[NH3+:3].[C:4](=[O:7])([O-])[OH:5].[Na+].CS(C)=O.[C:13]([O:17][C:18]1[CH:23]=[CH:22][C:21]([N:24]2[C:29](=[O:30])[C:28]([CH2:31][C:32]3[CH:37]=[CH:36][C:35]([C:38]4[C:39]([C:44]#[N:45])=[CH:40][CH:41]=[CH:42][CH:43]=4)=[CH:34][CH:33]=3)=[C:27]([CH2:46][CH2:47][CH3:48])[N:26]=[C:25]2[CH2:49][CH3:50])=[CH:20][CH:19]=1)([CH3:16])([CH3:15])[CH3:14], predict the reaction product. The product is: [C:13]([O:17][C:18]1[CH:19]=[CH:20][C:21]([N:24]2[C:29](=[O:30])[C:28]([CH2:31][C:32]3[CH:33]=[CH:34][C:35]([C:38]4[CH:43]=[CH:42][CH:41]=[CH:40][C:39]=4[C:44]4[NH:3][C:4](=[O:7])[O:5][N:45]=4)=[CH:36][CH:37]=3)=[C:27]([CH2:46][CH2:47][CH3:48])[N:26]=[C:25]2[CH2:49][CH3:50])=[CH:22][CH:23]=1)([CH3:16])([CH3:15])[CH3:14].